From a dataset of Forward reaction prediction with 1.9M reactions from USPTO patents (1976-2016). Predict the product of the given reaction. (1) Given the reactants [N:1]1([CH:6]([C:10]2[CH:15]=[CH:14][C:13]([NH2:16])=[CH:12][CH:11]=2)[CH:7]([CH3:9])[CH3:8])[CH:5]=[CH:4][N:3]=[CH:2]1.O.[OH-].[Na+].[CH:20](O)=[O:21], predict the reaction product. The product is: [N:1]1([CH:6]([C:10]2[CH:11]=[CH:12][C:13]([NH:16][CH:20]=[O:21])=[CH:14][CH:15]=2)[CH:7]([CH3:9])[CH3:8])[CH:5]=[CH:4][N:3]=[CH:2]1. (2) Given the reactants [NH:1]1[CH:5]=[CH:4][N:3]=[C:2]1[NH2:6].O=[C:8]([CH3:21])[CH:9]([C:15]1[CH:20]=[CH:19][CH:18]=[CH:17][CH:16]=1)[C:10](OCC)=[O:11], predict the reaction product. The product is: [CH3:21][C:8]1[N:1]2[CH:5]=[CH:4][N:3]=[C:2]2[N:6]=[C:10]([OH:11])[C:9]=1[C:15]1[CH:20]=[CH:19][CH:18]=[CH:17][CH:16]=1. (3) Given the reactants [OH:1][C:2]1[C:3]([N+:11]([O-:13])=[O:12])=[C:4]([CH:8]=[CH:9][CH:10]=1)[C:5]([OH:7])=O.[Cl:14][C:15]1[CH:21]=[CH:20][C:18]([NH2:19])=[CH:17][CH:16]=1.Cl.C(N=C=NCCCN(C)C)C.ON1C2C=CC=CC=2N=N1, predict the reaction product. The product is: [Cl:14][C:15]1[CH:21]=[CH:20][C:18]([NH:19][C:5](=[O:7])[C:4]2[CH:8]=[CH:9][CH:10]=[C:2]([OH:1])[C:3]=2[N+:11]([O-:13])=[O:12])=[CH:17][CH:16]=1. (4) The product is: [NH2:19][C:4]1[C:3]2[C:2]([C:20]#[N:21])=[CH:1][N:9]([C@H:10]3[C@H:11]([OH:18])[C@H:12]([OH:17])[C@@H:13]([CH2:15][O:16][Si:31]([C:28]([CH3:30])([CH3:29])[CH3:27])([CH3:33])[CH3:32])[O:14]3)[C:8]=2[N:7]=[CH:6][N:5]=1. Given the reactants [CH:1]1[N:9]([C@@H:10]2[O:14][C@H:13]([CH2:15][OH:16])[C@@H:12]([OH:17])[C@H:11]2[OH:18])[C:8]2[C:3](=[C:4]([NH2:19])[N:5]=[CH:6][N:7]=2)[C:2]=1[C:20]#[N:21].N1C=CN=C1.[CH3:27][C:28]([Si:31](Cl)([CH3:33])[CH3:32])([CH3:30])[CH3:29], predict the reaction product. (5) Given the reactants O[C:2]1[C:11](O)=[CH:10][C:9]2[C:4](=[CH:5][CH:6]=[CH:7][CH:8]=2)[CH:3]=1.BrCCBr, predict the reaction product. The product is: [CH:8]1[C:9]2[C:4](=[CH:3][CH:2]=[CH:11][CH:10]=2)[CH:5]=[CH:6][CH:7]=1.